From a dataset of NCI-60 drug combinations with 297,098 pairs across 59 cell lines. Regression. Given two drug SMILES strings and cell line genomic features, predict the synergy score measuring deviation from expected non-interaction effect. (1) Drug 1: CC1=CC=C(C=C1)C2=CC(=NN2C3=CC=C(C=C3)S(=O)(=O)N)C(F)(F)F. Drug 2: CC1=C(C=C(C=C1)C(=O)NC2=CC(=CC(=C2)C(F)(F)F)N3C=C(N=C3)C)NC4=NC=CC(=N4)C5=CN=CC=C5. Cell line: COLO 205. Synergy scores: CSS=-2.36, Synergy_ZIP=1.39, Synergy_Bliss=-1.49, Synergy_Loewe=-2.22, Synergy_HSA=-4.58. (2) Drug 1: C1C(C(OC1N2C=NC3=C(N=C(N=C32)Cl)N)CO)O. Drug 2: CC(C)NC(=O)C1=CC=C(C=C1)CNNC.Cl. Cell line: OVCAR-4. Synergy scores: CSS=-1.58, Synergy_ZIP=-0.274, Synergy_Bliss=-0.796, Synergy_Loewe=-4.12, Synergy_HSA=-4.31. (3) Drug 1: C1=CC(=CC=C1CCCC(=O)O)N(CCCl)CCCl. Drug 2: CC(C1=C(C=CC(=C1Cl)F)Cl)OC2=C(N=CC(=C2)C3=CN(N=C3)C4CCNCC4)N. Cell line: SNB-75. Synergy scores: CSS=2.41, Synergy_ZIP=-7.50, Synergy_Bliss=-0.615, Synergy_Loewe=-2.97, Synergy_HSA=-1.19.